From a dataset of Reaction yield outcomes from USPTO patents with 853,638 reactions. Predict the reaction yield, written as a fraction of the theoretical maximum amount of product (1.0 means a 100% yield; for example, 0.34 means a 34% yield). (1) The reactants are [C:1]([C:3]1[C:4](=O)NC(C)=C[CH:8]=1)#[N:2].[CH:11]([N-:14]C(C)C)(C)C.[Li+].CI.[OH-].[Na+].[O:23]1[CH2:27][CH2:26][CH2:25][CH2:24]1. No catalyst specified. The product is [C:11]([C:26]1[C:27](=[O:23])[NH:2][C:1]([CH:3]([CH3:4])[CH3:8])=[CH:24][CH:25]=1)#[N:14]. The yield is 0.180. (2) The reactants are C(OC([N:8]1[C:16]2[C:11](=[CH:12][C:13]([C:18]#[N:19])=[CH:14][C:15]=2[Br:17])[CH:10]=[C:9]1[CH:20](OCC)[O:21]CC)=O)(C)(C)C.Cl.C(=O)([O-])[O-].[Na+].[Na+]. The catalyst is C1COCC1. The product is [Br:17][C:15]1[CH:14]=[C:13]([C:18]#[N:19])[CH:12]=[C:11]2[C:16]=1[NH:8][C:9]([CH:20]=[O:21])=[CH:10]2. The yield is 1.00.